Predict the reactants needed to synthesize the given product. From a dataset of Full USPTO retrosynthesis dataset with 1.9M reactions from patents (1976-2016). The reactants are: C1C2N(CC(O)=O)C3C(=CC=CC=3)C=2C=CC=1.OC1C=CC(C(C2C=CC(O)=CC=2)(C)C)=CC=1.C1C(C(C(F)(F)F)(C(F)(F)F)C2C=CC(O)=CC=2)=CC=C(O)C=1.CC(C1C=CC(O)=CC=1)(C1C=CC(O)=CC=1)CCC(O)=O.[S:79]1[CH:83]=[CH:82][CH:81]=[C:80]1[C:84]1[S:85][C:86]([C:95]2[S:96][CH:97]=[CH:98][CH:99]=2)=[CH:87][C:88]=1[CH2:89][C:90](OCC)=[O:91].BrC1SC(Br)=CC=1CC(OCC)=O.C([Sn](CCCC)(CCCC)C1SC=CC=1)CCC. Given the product [S:79]1[CH:83]=[CH:82][CH:81]=[C:80]1[C:84]1[S:85][C:86]([C:95]2[S:96][CH:97]=[CH:98][CH:99]=2)=[CH:87][C:88]=1[CH2:89][CH2:90][OH:91], predict the reactants needed to synthesize it.